This data is from Catalyst prediction with 721,799 reactions and 888 catalyst types from USPTO. The task is: Predict which catalyst facilitates the given reaction. (1) Reactant: [F:1][C:2]1[CH:30]=[CH:29][C:5]([CH2:6][CH:7]2[C:14]3[CH:13]=[C:12]([C:15]([O:17]C)=[O:16])[N:11](S(C4C=CC(C)=CC=4)(=O)=O)[C:10]=3[CH2:9][CH2:8]2)=[CH:4][CH:3]=1.[OH-].[K+].[Li+].[OH-].Cl. Product: [F:1][C:2]1[CH:3]=[CH:4][C:5]([CH2:6][CH:7]2[C:14]3[CH:13]=[C:12]([C:15]([OH:17])=[O:16])[NH:11][C:10]=3[CH2:9][CH2:8]2)=[CH:29][CH:30]=1. The catalyst class is: 87. (2) Reactant: ClC1C=CC=C(C(OO)=[O:9])C=1.[F:12][C:13]1[CH:28]=[CH:27][CH:26]=[C:25]([F:29])[C:14]=1[CH2:15][S:16][C:17]1[CH2:21][C:20]([CH2:23][CH3:24])([CH3:22])[O:19][N:18]=1.O. Product: [F:12][C:13]1[CH:28]=[CH:27][CH:26]=[C:25]([F:29])[C:14]=1[CH2:15][S:16]([C:17]1[CH2:21][C:20]([CH2:23][CH3:24])([CH3:22])[O:19][N:18]=1)=[O:9]. The catalyst class is: 22.